From a dataset of Reaction yield outcomes from USPTO patents with 853,638 reactions. Predict the reaction yield, written as a fraction of the theoretical maximum amount of product (1.0 means a 100% yield; for example, 0.34 means a 34% yield). (1) The reactants are [C:1]([O:5][C:6]([N:8]([C:26]1[CH:31]=[CH:30][N:29]=[C:28](Cl)[N:27]=1)[C:9]1[CH:10]=[C:11]2[C:15](=[CH:16][C:17]=1[CH3:18])[N:14]([C:19]([O:21][C:22]([CH3:25])([CH3:24])[CH3:23])=[O:20])[N:13]=[CH:12]2)=[O:7])([CH3:4])([CH3:3])[CH3:2].C([O-])([O-])=O.[Na+].[Na+].[CH:39]([NH:42][C:43](=[O:61])[CH2:44][O:45][C:46]1[CH:51]=[CH:50][CH:49]=[C:48](B2OC(C)(C)C(C)(C)O2)[CH:47]=1)([CH3:41])[CH3:40]. The catalyst is O1CCOCC1.O.C1C=CC(P(C2C=CC=CC=2)[C-]2C=CC=C2)=CC=1.C1C=CC(P(C2C=CC=CC=2)[C-]2C=CC=C2)=CC=1.Cl[Pd]Cl.[Fe+2]. The product is [C:1]([O:5][C:6]([N:8]([C:26]1[CH:31]=[CH:30][N:29]=[C:28]([C:50]2[CH:49]=[CH:48][CH:47]=[C:46]([O:45][CH2:44][C:43]([NH:42][CH:39]([CH3:41])[CH3:40])=[O:61])[CH:51]=2)[N:27]=1)[C:9]1[CH:10]=[C:11]2[C:15](=[CH:16][C:17]=1[CH3:18])[N:14]([C:19]([O:21][C:22]([CH3:25])([CH3:24])[CH3:23])=[O:20])[N:13]=[CH:12]2)=[O:7])([CH3:4])([CH3:3])[CH3:2]. The yield is 0.170. (2) The reactants are [CH2:1]([O:8][C:9]1[CH:24]=[C:23]([N:25]([CH2:31][C:32]2[CH:37]=[CH:36][C:35]([CH:38]3[CH2:43][CH2:42][CH2:41][CH2:40][CH2:39]3)=[CH:34][CH:33]=2)[C:26](=[O:30])[CH2:27][NH:28][CH3:29])[CH:22]=[CH:21][C:10]=1[C:11]([O:13][CH2:14][C:15]1[CH:20]=[CH:19][CH:18]=[CH:17][CH:16]=1)=[O:12])[C:2]1[CH:7]=[CH:6][CH:5]=[CH:4][CH:3]=1.[Cl:44][C:45]1[CH:50]=[CH:49][C:48]([S:51](Cl)(=[O:53])=[O:52])=[CH:47][CH:46]=1. No catalyst specified. The product is [CH2:1]([O:8][C:9]1[CH:24]=[C:23]([N:25]([CH2:31][C:32]2[CH:33]=[CH:34][C:35]([CH:38]3[CH2:43][CH2:42][CH2:41][CH2:40][CH2:39]3)=[CH:36][CH:37]=2)[C:26](=[O:30])[CH2:27][N:28]([CH3:29])[S:51]([C:48]2[CH:49]=[CH:50][C:45]([Cl:44])=[CH:46][CH:47]=2)(=[O:53])=[O:52])[CH:22]=[CH:21][C:10]=1[C:11]([O:13][CH2:14][C:15]1[CH:20]=[CH:19][CH:18]=[CH:17][CH:16]=1)=[O:12])[C:2]1[CH:3]=[CH:4][CH:5]=[CH:6][CH:7]=1. The yield is 0.720. (3) The reactants are [NH2:1][C:2]1[S:3][C:4]2[C:10]([N:11]3[CH2:16][CH2:15][O:14][CH2:13][CH2:12]3)=[CH:9][CH:8]=[C:7]([O:17][CH3:18])[C:5]=2[N:6]=1.C(N(C(C)C)C(C)C)C.[O:28]1[CH2:33][CH2:32][CH:31]([C:34](Cl)=[O:35])[CH2:30][CH2:29]1.CO. The catalyst is O1CCCC1. The product is [CH3:18][O:17][C:7]1[C:5]2[N:6]=[C:2]([NH:1][C:34]([CH:31]3[CH2:32][CH2:33][O:28][CH2:29][CH2:30]3)=[O:35])[S:3][C:4]=2[C:10]([N:11]2[CH2:16][CH2:15][O:14][CH2:13][CH2:12]2)=[CH:9][CH:8]=1. The yield is 0.760.